From a dataset of Catalyst prediction with 721,799 reactions and 888 catalyst types from USPTO. Predict which catalyst facilitates the given reaction. (1) Reactant: [CH3:1][C:2]1[C:10]2[CH2:9][O:8][C:7](=[O:11])[C:6]=2[CH:5]=[CH:4][C:3]=1[CH:12]([CH3:16])[C:13](O)=[O:14]. Product: [OH:14][CH2:13][CH:12]([C:3]1[CH:4]=[CH:5][C:6]2[C:7](=[O:11])[O:8][CH2:9][C:10]=2[C:2]=1[CH3:1])[CH3:16]. The catalyst class is: 1. (2) The catalyst class is: 1. Reactant: [CH3:1][CH:2]([CH3:24])/[CH:3]=[CH:4]/[CH2:5][CH2:6][CH2:7][CH2:8][C:9]([N:11]1[C@H:15]([CH2:16][C:17]2[CH:22]=[CH:21][CH:20]=[CH:19][CH:18]=2)[CH2:14][O:13][C:12]1=[O:23])=[O:10].[Li+].C[Si]([N-][Si](C)(C)C)(C)C.[CH3:35][C:36]1[CH:37]=[C:38]([CH:41]=[C:42]([CH3:45])[C:43]=1[F:44])[CH2:39]Br. Product: [F:44][C:43]1[C:36]([CH3:35])=[CH:37][C:38]([CH2:39][C@H:8]([CH2:7][CH2:6][CH2:5]/[CH:4]=[CH:3]/[CH:2]([CH3:24])[CH3:1])[C:9]([N:11]2[C@H:15]([CH2:16][C:17]3[CH:22]=[CH:21][CH:20]=[CH:19][CH:18]=3)[CH2:14][O:13][C:12]2=[O:23])=[O:10])=[CH:41][C:42]=1[CH3:45]. (3) Reactant: [F:1][C:2]1[CH:7]=[C:6]([F:8])[CH:5]=[CH:4][C:3]=1[C@@:9]1([NH:17][C:18]([NH:20]C(=O)OCC2C3C=CC=CC=3C3C2=CC=CC=3)=[S:19])[C@H:14]([CH2:15]O)[CH2:13][CH2:12][O:11][CH2:10]1.Cl. Product: [F:1][C:2]1[CH:7]=[C:6]([F:8])[CH:5]=[CH:4][C:3]=1[C@:9]12[CH2:10][O:11][CH2:12][CH2:13][C@H:14]1[CH2:15][S:19][C:18]([NH2:20])=[N:17]2. The catalyst class is: 5.